From a dataset of Reaction yield outcomes from USPTO patents with 853,638 reactions. Predict the reaction yield, written as a fraction of the theoretical maximum amount of product (1.0 means a 100% yield; for example, 0.34 means a 34% yield). (1) The reactants are C([Li])CCC.CC1(C)CCCC(C)(C)N1.[Br:16][C:17]1[CH:25]=[CH:24][C:20]([C:21]([OH:23])=[O:22])=[CH:19][N:18]=1.[I:26]I. The catalyst is O1CCCC1. The product is [Br:16][C:17]1[CH:25]=[C:24]([I:26])[C:20]([C:21]([OH:23])=[O:22])=[CH:19][N:18]=1. The yield is 0.650. (2) The reactants are [CH2:1]([N:8]1[C:14](=O)[CH:13]2[NH:16][CH:10]([CH2:11][CH2:12]2)[C:9]1=O)[C:2]1[CH:7]=[CH:6][CH:5]=[CH:4][CH:3]=1.[H-].[H-].[H-].[H-].[Li+].[Al+3]. The catalyst is CCOCC. The product is [CH2:1]([N:8]1[CH2:14][CH:13]2[NH:16][CH:10]([CH2:11][CH2:12]2)[CH2:9]1)[C:2]1[CH:3]=[CH:4][CH:5]=[CH:6][CH:7]=1. The yield is 0.520. (3) The reactants are Br[C:2]1[CH:3]=[C:4]([C:26]([F:29])([F:28])[F:27])[C:5]2[N:6]([C:8]([Cl:25])=[C:9]([C:11]([N:13]3[CH2:17][CH2:16][CH:15]([C:18]4[CH:23]=[CH:22][CH:21]=[C:20]([F:24])[CH:19]=4)[CH2:14]3)=[O:12])[N:10]=2)[CH:7]=1.[CH2:30]([O:32][C:33]([Sn](C)(C)C)=[CH2:34])[CH3:31].CCN(CC)CC. The catalyst is CN(C=O)C.CC([O-])=O.CC([O-])=O.[Pd+2]. The product is [Cl:25][C:8]1[N:6]2[CH:7]=[C:2]([C:30]([O:32][CH2:33][CH3:34])=[CH2:31])[CH:3]=[C:4]([C:26]([F:29])([F:28])[F:27])[C:5]2=[N:10][C:9]=1[C:11]([N:13]1[CH2:17][CH2:16][CH:15]([C:18]2[CH:23]=[CH:22][CH:21]=[C:20]([F:24])[CH:19]=2)[CH2:14]1)=[O:12]. The yield is 0.550. (4) The reactants are Cl[C:2]1[N:11]=[C:10]([NH:12][CH2:13][CH2:14][CH:15]([C:22]2[CH:27]=[CH:26][CH:25]=[CH:24][CH:23]=2)[C:16]2[CH:21]=[CH:20][CH:19]=[CH:18][CH:17]=2)[C:9]2[C:4](=[CH:5][CH:6]=[CH:7][CH:8]=2)[N:3]=1.[N:28]1[CH:33]=[C:32](B(O)O)[CH:31]=[N:30][CH:29]=1.C(NC1C2C(=CC=CC=2)N=C(C2SC3C=CC=CC=3C=2)N=1)(C1C=CC=CC=1)C1C=CC=CC=1. The catalyst is C1CCCCC1.CCOC(C)=O. The product is [C:16]1([CH:15]([C:22]2[CH:27]=[CH:26][CH:25]=[CH:24][CH:23]=2)[CH2:14][CH2:13][NH:12][C:10]2[C:9]3[C:4](=[CH:5][CH:6]=[CH:7][CH:8]=3)[N:3]=[C:2]([C:32]3[CH:33]=[N:28][CH:29]=[N:30][CH:31]=3)[N:11]=2)[CH:21]=[CH:20][CH:19]=[CH:18][CH:17]=1. The yield is 0.680. (5) The reactants are [N+:1]([C:4]1[CH:8]=[C:7]([CH2:9][OH:10])[NH:6][N:5]=1)([O-:3])=[O:2].C([O-])([O-])=O.[Cs+].[Cs+].Br[CH2:18][C:19]([O:21][CH2:22][CH3:23])=[O:20]. The catalyst is C(#N)C. The product is [OH:10][CH2:9][C:7]1[N:6]([CH2:18][C:19]([O:21][CH2:22][CH3:23])=[O:20])[N:5]=[C:4]([N+:1]([O-:3])=[O:2])[CH:8]=1. The yield is 0.720.